This data is from Full USPTO retrosynthesis dataset with 1.9M reactions from patents (1976-2016). The task is: Predict the reactants needed to synthesize the given product. (1) Given the product [Cl:1][C:2]1[CH:7]=[C:6]([F:8])[CH:5]=[CH:4][C:3]=1[CH2:9][NH:10][C:11](=[O:24])[CH2:12][C:13]1[C:14]([CH3:23])=[N:15][N:16]([CH2:19][CH2:20][OH:21])[C:17]=1[CH3:18], predict the reactants needed to synthesize it. The reactants are: [Cl:1][C:2]1[CH:7]=[C:6]([F:8])[CH:5]=[CH:4][C:3]=1[CH2:9][NH:10][C:11](=[O:24])[CH2:12][C:13]1[C:14]([CH3:23])=[N:15][N:16]([CH2:19][C:20](O)=[O:21])[C:17]=1[CH3:18].ClC(OCC(C)C)=O.CN1CCOCC1.[BH4-].[Na+].Cl. (2) Given the product [CH2:1]([C:4]1[O:5][C:6]2[C:12]([CH2:13][O:14][C:22]3[C:21]([F:20])=[CH:26][C:25]([CH2:27][CH2:28][C:29]([OH:31])=[O:30])=[C:24]([CH2:34][CH:35]([CH3:37])[CH3:36])[CH:23]=3)=[CH:11][C:10]([O:15][C:16]([F:17])([F:18])[F:19])=[CH:9][C:7]=2[CH:8]=1)[CH3:2], predict the reactants needed to synthesize it. The reactants are: [CH2:1]([C:4]1[O:5][C:6]2[C:12]([CH2:13][OH:14])=[CH:11][C:10]([O:15][C:16]([F:19])([F:18])[F:17])=[CH:9][C:7]=2[CH:8]=1)[CH2:2]C.[F:20][C:21]1[C:22](O)=[CH:23][C:24]([CH2:34][CH:35]([CH3:37])[CH3:36])=[C:25]([CH2:27][CH2:28][C:29]([O:31]CC)=[O:30])[CH:26]=1.